From a dataset of Forward reaction prediction with 1.9M reactions from USPTO patents (1976-2016). Predict the product of the given reaction. (1) Given the reactants C(=O)([O-])[O-].[K+].[K+].Br[CH2:8][CH2:9][CH2:10][O:11][Si:12]([C:15]([CH3:18])([CH3:17])[CH3:16])([CH3:14])[CH3:13].[Br:19][C:20]1[CH:25]=[CH:24][C:23]([SH:26])=[CH:22][CH:21]=1.O, predict the reaction product. The product is: [Br:19][C:20]1[CH:25]=[CH:24][C:23]([S:26][CH2:8][CH2:9][CH2:10][O:11][Si:12]([C:15]([CH3:18])([CH3:17])[CH3:16])([CH3:14])[CH3:13])=[CH:22][CH:21]=1. (2) The product is: [Cl:17][C:18]1[CH:19]=[C:20]([C:21]2[O:13][C:12]([C:7]3[S:8][C:9]([CH3:11])=[C:10]4[C:6]=3[CH2:5][C@H:4]3[C:2]([CH3:16])([CH3:1])[C@H:3]34)=[N:14][N:15]=2)[CH:24]=[C:25]([CH3:27])[N:26]=1. Given the reactants [CH3:1][C:2]1([CH3:16])[CH:4]2[CH2:5][C:6]3[C:10]([CH:3]12)=[C:9]([CH3:11])[S:8][C:7]=3[C:12]([NH:14][NH2:15])=[O:13].[Cl:17][C:18]1[CH:19]=[C:20]([CH:24]=[C:25]([CH3:27])[N:26]=1)[C:21](O)=O, predict the reaction product.